This data is from NCI-60 drug combinations with 297,098 pairs across 59 cell lines. The task is: Regression. Given two drug SMILES strings and cell line genomic features, predict the synergy score measuring deviation from expected non-interaction effect. (1) Cell line: MALME-3M. Drug 1: C1=CC(=CC=C1C#N)C(C2=CC=C(C=C2)C#N)N3C=NC=N3. Synergy scores: CSS=7.49, Synergy_ZIP=0.0964, Synergy_Bliss=1.06, Synergy_Loewe=-35.2, Synergy_HSA=-9.23. Drug 2: CCC1=C2CN3C(=CC4=C(C3=O)COC(=O)C4(CC)O)C2=NC5=C1C=C(C=C5)O. (2) Drug 1: CCC1=CC2CC(C3=C(CN(C2)C1)C4=CC=CC=C4N3)(C5=C(C=C6C(=C5)C78CCN9C7C(C=CC9)(C(C(C8N6C)(C(=O)OC)O)OC(=O)C)CC)OC)C(=O)OC.C(C(C(=O)O)O)(C(=O)O)O. Drug 2: CCCS(=O)(=O)NC1=C(C(=C(C=C1)F)C(=O)C2=CNC3=C2C=C(C=N3)C4=CC=C(C=C4)Cl)F. Cell line: SW-620. Synergy scores: CSS=53.2, Synergy_ZIP=12.1, Synergy_Bliss=11.4, Synergy_Loewe=-37.6, Synergy_HSA=-2.09. (3) Drug 1: CNC(=O)C1=CC=CC=C1SC2=CC3=C(C=C2)C(=NN3)C=CC4=CC=CC=N4. Drug 2: C1=NNC2=C1C(=O)NC=N2. Cell line: PC-3. Synergy scores: CSS=4.67, Synergy_ZIP=1.28, Synergy_Bliss=3.89, Synergy_Loewe=1.20, Synergy_HSA=1.49.